Dataset: Catalyst prediction with 721,799 reactions and 888 catalyst types from USPTO. Task: Predict which catalyst facilitates the given reaction. Reactant: [N+:1]([C:4]1[CH:17]=[CH:16][C:7]([CH2:8][CH2:9][N:10]2[CH2:15][CH2:14][O:13][CH2:12][CH2:11]2)=[CH:6][CH:5]=1)([O-])=O. Product: [O:13]1[CH2:12][CH2:11][N:10]([CH2:9][CH2:8][C:7]2[CH:16]=[CH:17][C:4]([NH2:1])=[CH:5][CH:6]=2)[CH2:15][CH2:14]1. The catalyst class is: 19.